The task is: Predict the product of the given reaction.. This data is from Forward reaction prediction with 1.9M reactions from USPTO patents (1976-2016). Given the reactants Cl[CH2:2][C:3]([NH2:5])=[O:4].Cl.[CH2:7]([O:9][C:10](=[O:14])[CH2:11][CH2:12][NH2:13])[CH3:8].C([O-])([O-])=O.[K+].[K+], predict the reaction product. The product is: [CH2:7]([O:9][C:10](=[O:14])[CH2:11][CH2:12][NH:13][CH2:2][C:3](=[O:4])[NH2:5])[CH3:8].